This data is from Retrosynthesis with 50K atom-mapped reactions and 10 reaction types from USPTO. The task is: Predict the reactants needed to synthesize the given product. (1) Given the product O=C(OCc1ccccc1)N1CCC[C@@H]1CO, predict the reactants needed to synthesize it. The reactants are: O=C(Cl)OCc1ccccc1.OC[C@H]1CCCN1. (2) Given the product CN(C)C(=O)c1cc2cnc(Nc3ccc(N4CCN(C(=O)OC(C)(C)C)CC4)cn3)nc2n1C1CCCC1, predict the reactants needed to synthesize it. The reactants are: CC(C)(C)OC(=O)N1CCN(c2ccc(N)nc2)CC1.CN(C)C(=O)c1cc2cnc(Cl)nc2n1C1CCCC1. (3) Given the product COc1ncc(-c2ccc3ncc(C#C[Si](C)(C)C)n3n2)cc1NS(=O)(=O)c1ccc(F)cc1F, predict the reactants needed to synthesize it. The reactants are: COc1ncc(B2OC(C)(C)C(C)(C)O2)cc1NS(=O)(=O)c1ccc(F)cc1F.C[Si](C)(C)C#Cc1cnc2ccc(Br)nn12. (4) Given the product COC(=O)CCc1c(-c2ccccc2)n(C)c(=O)c2ccccc12, predict the reactants needed to synthesize it. The reactants are: COC(=O)/C=C/c1c(-c2ccccc2)n(C)c(=O)c2ccccc12. (5) The reactants are: CC1(C)OB(c2cccc(-c3nnco3)c2)OC1(C)C.CCOC(=O)N1C2CCC1CC(c1ccnc3c(I)c(-c4ccncc4)nn13)C2. Given the product CCOC(=O)N1C2CCC1CC(c1ccnc3c(-c4cccc(-c5nnco5)c4)c(-c4ccncc4)nn13)C2, predict the reactants needed to synthesize it. (6) Given the product COc1ccc(C2CC(C(F)(F)F)n3nc(-c4cccc(C(=O)N[C@H]5CCN(C(=O)OC(C)(C)C)C5)c4)cc3N2)cc1OC, predict the reactants needed to synthesize it. The reactants are: CC(C)(C)OC(=O)N1CC[C@H](N)C1.COc1ccc(C2CC(C(F)(F)F)n3nc(-c4cccc(C(=O)O)c4)cc3N2)cc1OC. (7) Given the product OC(C#Cc1ccccc1)c1cccc(Oc2ccccc2)c1, predict the reactants needed to synthesize it. The reactants are: C#Cc1ccccc1.O=Cc1cccc(Oc2ccccc2)c1.